This data is from Retrosynthesis with 50K atom-mapped reactions and 10 reaction types from USPTO. The task is: Predict the reactants needed to synthesize the given product. (1) Given the product CCNC(=O)c1ccc(OC)c(/C=C/c2ccc(Cl)cc2)c1, predict the reactants needed to synthesize it. The reactants are: CCN.COc1ccc(C(=O)O)cc1/C=C/c1ccc(Cl)cc1. (2) The reactants are: CNC(=O)c1ccccc1-c1ccc(C(F)(F)F)cc1. Given the product CNCc1ccccc1-c1ccc(C(F)(F)F)cc1, predict the reactants needed to synthesize it. (3) Given the product CCCCc1ncc(CN)c(NCc2ccc(-c3ccccc3-c3nnnn3C(c3ccccc3)(c3ccccc3)c3ccccc3)cc2)n1, predict the reactants needed to synthesize it. The reactants are: CCCCc1ncc(C#N)c(NCc2ccc(-c3ccccc3-c3nnnn3C(c3ccccc3)(c3ccccc3)c3ccccc3)cc2)n1. (4) The reactants are: COC(=O)Cc1cc(Br)c(Oc2cc(C(C)C)c(OC)cc2C(Cl)c2ccccc2C)c(Br)c1.Oc1ccc(F)cc1F. Given the product COC(=O)Cc1cc(Br)c(Oc2cc(C(C)C)c(OC)cc2C(Oc2ccc(F)cc2F)c2ccccc2C)c(Br)c1, predict the reactants needed to synthesize it. (5) Given the product O=C(O)c1ccc2c(c1)OC(F)(F)O2, predict the reactants needed to synthesize it. The reactants are: COC(=O)c1ccc2c(c1)OC(F)(F)O2. (6) Given the product CCCCCCNC(=O)n1cc(CO)c(=O)n(C)c1=O, predict the reactants needed to synthesize it. The reactants are: CCCCCCNC(=O)n1cc(CO[Si](C)(C)C(C)(C)C)c(=O)n(C)c1=O. (7) Given the product C[C@H](O)c1nc(-c2ccc(C(=O)OC(C)(C)C)c(F)c2)no1, predict the reactants needed to synthesize it. The reactants are: CC(=O)O[C@@H](C)c1nc(-c2ccc(C(=O)OC(C)(C)C)c(F)c2)no1. (8) Given the product CN(C)CCN1C(=O)c2cccc3cc(NC(=S)Nc4ccc(OC(F)(F)F)cc4)cc(c23)C1=O, predict the reactants needed to synthesize it. The reactants are: CN(C)CCN1C(=O)c2cccc3cc(N)cc(c23)C1=O.FC(F)(F)Oc1ccc(N=C=S)cc1. (9) Given the product Cc1ccccc1-c1ccsc1, predict the reactants needed to synthesize it. The reactants are: Brc1ccsc1.Cc1ccccc1Br.